This data is from Full USPTO retrosynthesis dataset with 1.9M reactions from patents (1976-2016). The task is: Predict the reactants needed to synthesize the given product. (1) The reactants are: Br[C:2]1[C:3]([N:22]2[CH2:26][CH2:25][C@@H:24]([OH:27])[CH2:23]2)=[N:4][CH:5]=[C:6]([CH:21]=1)[C:7]([NH:9][C:10]1[CH:15]=[CH:14][C:13]([O:16][C:17]([Cl:20])([F:19])[F:18])=[CH:12][CH:11]=1)=[O:8].[Cl:28][C:29]1[C:34](B2OC(C)(C)C(C)(C)O2)=[CH:33][C:32]([F:44])=[CH:31][N:30]=1. Given the product [Cl:28][C:29]1[C:34]([C:2]2[C:3]([N:22]3[CH2:26][CH2:25][C@@H:24]([OH:27])[CH2:23]3)=[N:4][CH:5]=[C:6]([C:7]([NH:9][C:10]3[CH:15]=[CH:14][C:13]([O:16][C:17]([Cl:20])([F:19])[F:18])=[CH:12][CH:11]=3)=[O:8])[CH:21]=2)=[CH:33][C:32]([F:44])=[CH:31][N:30]=1, predict the reactants needed to synthesize it. (2) Given the product [C@@H:1]([C@@H:5]([C:22](=[O:60])[N:23]([CH2:57][CH2:58][CH3:59])[C@@H:24]([CH:54]([CH3:56])[CH3:55])[CH2:25][C@H:26]([C:31]1[S:32][CH:33]=[C:34]([C:36]([NH:38][C@@H:39]([CH2:47][C:48]2[CH:53]=[CH:52][CH:51]=[CH:50][CH:49]=2)[CH2:40][C:41]([CH3:46])([CH3:45])[C:42]([OH:44])=[O:43])=[O:37])[N:35]=1)[O:27][C:28](=[O:30])[CH3:29])[NH:6][C:7](=[O:21])[C@@H:8]([CH:18]([CH3:20])[CH3:19])[NH:9][CH3:10])([CH2:3][CH3:4])[CH3:2], predict the reactants needed to synthesize it. The reactants are: [C@@H:1]([C@@H:5]([C:22](=[O:60])[N:23]([CH2:57][CH2:58][CH3:59])[C@@H:24]([CH:54]([CH3:56])[CH3:55])[CH2:25][C@H:26]([C:31]1[S:32][CH:33]=[C:34]([C:36]([NH:38][C@@H:39]([CH2:47][C:48]2[CH:53]=[CH:52][CH:51]=[CH:50][CH:49]=2)[CH2:40][C:41]([CH3:46])([CH3:45])[C:42]([OH:44])=[O:43])=[O:37])[N:35]=1)[O:27][C:28](=[O:30])[CH3:29])[NH:6][C:7](=[O:21])[C@@H:8]([CH:18]([CH3:20])[CH3:19])[N:9](C)[C:10](=O)OC(C)(C)C)([CH2:3][CH3:4])[CH3:2].C(O)(C(F)(F)F)=O. (3) Given the product [C:18]([C@@H:16]([NH:17][C:38]([C@@H:33]1[CH2:32][N:31]([C:29]([O:28][C:24]([CH3:25])([CH3:26])[CH3:27])=[O:30])[CH2:37][CH2:36][CH2:35][O:34]1)=[O:40])[CH2:15][C:14]1[CH:13]=[CH:12][C:11]([C:8]2[CH:9]=[CH:10][C:5]3[O:4][C:3](=[O:23])[N:2]([CH3:1])[C:6]=3[CH:7]=2)=[CH:22][CH:21]=1)#[N:20], predict the reactants needed to synthesize it. The reactants are: [CH3:1][N:2]1[C:6]2[CH:7]=[C:8]([C:11]3[CH:22]=[CH:21][C:14]([CH2:15][C@@H:16]([C:18]([NH2:20])=O)[NH2:17])=[CH:13][CH:12]=3)[CH:9]=[CH:10][C:5]=2[O:4][C:3]1=[O:23].[C:24]([O:28][C:29]([N:31]1[CH2:37][CH2:36][CH2:35][O:34][C@H:33]([C:38]([OH:40])=O)[CH2:32]1)=[O:30])([CH3:27])([CH3:26])[CH3:25].CCN(C(C)C)C(C)C.C(P1(=O)OP(CCC)(=O)OP(CCC)(=O)O1)CC. (4) The reactants are: Br[C:2]1[CH:3]=[C:4]2[C:12](=[CH:13][CH:14]=1)[O:11][C:7]1([CH2:10][CH2:9][CH2:8]1)[CH2:6][CH2:5]2.C([Li])CCC.[CH3:20][O:21][C:22]1[CH:29]=[CH:28][C:27]([C:30]2([OH:69])[C@H:35]([O:36][CH2:37][C:38]3[CH:43]=[CH:42][CH:41]=[CH:40][CH:39]=3)[C@@H:34]([O:44][CH2:45][C:46]3[CH:51]=[CH:50][CH:49]=[CH:48][CH:47]=3)[C@H:33]([O:52][CH2:53][C:54]3[CH:59]=[CH:58][CH:57]=[CH:56][CH:55]=3)[C@@H:32]([CH2:60][O:61][CH2:62][C:63]3[CH:68]=[CH:67][CH:66]=[CH:65][CH:64]=3)[O:31]2)=[CH:26][C:23]=1[CH:24]=[O:25].[Li]. Given the product [CH3:20][O:21][C:22]1[CH:29]=[CH:28][C:27]([C:30]2([OH:69])[C@H:35]([O:36][CH2:37][C:38]3[CH:39]=[CH:40][CH:41]=[CH:42][CH:43]=3)[C@@H:34]([O:44][CH2:45][C:46]3[CH:51]=[CH:50][CH:49]=[CH:48][CH:47]=3)[C@H:33]([O:52][CH2:53][C:54]3[CH:55]=[CH:56][CH:57]=[CH:58][CH:59]=3)[C@@H:32]([CH2:60][O:61][CH2:62][C:63]3[CH:64]=[CH:65][CH:66]=[CH:67][CH:68]=3)[O:31]2)=[CH:26][C:23]=1[C:24]([C:2]1[CH:3]=[C:4]2[C:12](=[CH:13][CH:14]=1)[O:11][C:7]1([CH2:10][CH2:9][CH2:8]1)[CH2:6][CH2:5]2)=[O:25], predict the reactants needed to synthesize it. (5) Given the product [F:30][C:22]1[CH:21]=[C:20]([C:18]2[CH:17]=[C:16]3[C:11]([CH:12]=[CH:13][CH:14]=[N:15]3)=[C:10]([O:31][CH2:2][C@H:3]3[CH2:7][NH:6][C:5](=[O:8])[CH2:4]3)[N:19]=2)[CH:25]=[CH:24][C:23]=1[O:26][CH:27]([CH3:29])[CH3:28], predict the reactants needed to synthesize it. The reactants are: N[CH2:2][C@H:3]1[CH2:7][NH:6][C:5](=[O:8])[CH2:4]1.Cl[C:10]1[N:19]=[C:18]([C:20]2[CH:25]=[CH:24][C:23]([O:26][CH:27]([CH3:29])[CH3:28])=[C:22]([F:30])[CH:21]=2)[CH:17]=[C:16]2[C:11]=1[CH:12]=[CH:13][CH:14]=[N:15]2.[OH2:31]. (6) Given the product [CH3:19][NH:18][C:16]([C:15]1[CH:14]=[C:13]([CH2:12][CH2:11][C:8]2[CH:7]=[C:6]([NH:5][C:34](=[O:35])[C:33]3[CH:32]=[CH:31][C:30]([N:27]4[CH2:26][CH2:25][N:24]([CH3:23])[CH2:29][CH2:28]4)=[CH:39][CH:38]=3)[NH:10][N:9]=2)[CH:22]=[CH:21][CH:20]=1)=[O:17], predict the reactants needed to synthesize it. The reactants are: C[Al](C)C.[NH2:5][C:6]1[NH:10][N:9]=[C:8]([CH2:11][CH2:12][C:13]2[CH:14]=[C:15]([CH:20]=[CH:21][CH:22]=2)[C:16]([NH:18][CH3:19])=[O:17])[CH:7]=1.[CH3:23][N:24]1[CH2:29][CH2:28][N:27]([C:30]2[CH:39]=[CH:38][C:33]([C:34](OC)=[O:35])=[CH:32][CH:31]=2)[CH2:26][CH2:25]1.Cl. (7) Given the product [C:8]([C:5]1[CH:6]=[CH:7][N:3]([CH2:2][C:14]([CH2:13][CH2:12][C:11]([F:10])([F:19])[F:20])([C:15]#[N:16])[C:17]#[N:18])[N:4]=1)#[N:9], predict the reactants needed to synthesize it. The reactants are: Cl[CH2:2][N:3]1[CH:7]=[CH:6][C:5]([C:8]#[N:9])=[N:4]1.[F:10][C:11]([F:20])([F:19])[CH2:12][CH2:13][CH:14]([C:17]#[N:18])[C:15]#[N:16].C(=O)([O-])[O-].[K+].[K+].O.